From a dataset of Forward reaction prediction with 1.9M reactions from USPTO patents (1976-2016). Predict the product of the given reaction. (1) Given the reactants C([O:3][C:4]([C:6]1[C:7]([C:13]2[CH:18]=[CH:17][CH:16]=[CH:15][CH:14]=2)=[N:8][C:9]([CH3:12])=[N:10][CH:11]=1)=[O:5])C.[OH-].[Na+], predict the reaction product. The product is: [CH3:12][C:9]1[N:8]=[C:7]([C:13]2[CH:18]=[CH:17][CH:16]=[CH:15][CH:14]=2)[C:6]([C:4]([OH:5])=[O:3])=[CH:11][N:10]=1. (2) Given the reactants [F:1][C:2]1[CH:7]=[CH:6][C:5]([O:8][CH3:9])=[CH:4][C:3]=1[CH:10]([O:14][CH3:15])[C:11]([OH:13])=O.[NH2:16][CH2:17][C:18]1[CH:25]=[CH:24][C:21]([C:22]#[N:23])=[CH:20][CH:19]=1, predict the reaction product. The product is: [C:17]([C:18]1[CH:25]=[CH:24][C:21]([CH2:22][NH:23][C:11](=[O:13])[CH:10]([C:3]2[CH:4]=[C:5]([O:8][CH3:9])[CH:6]=[CH:7][C:2]=2[F:1])[O:14][CH3:15])=[CH:20][CH:19]=1)#[N:16]. (3) Given the reactants [H-].[Na+].[C:3]1(=[O:13])[NH:7][C:6](=[O:8])[C:5]2=[CH:9][CH:10]=[CH:11][CH:12]=[C:4]12.[F:14][C:15]1[C:20](F)=[CH:19][CH:18]=[C:17]([N+:22]([O-:24])=[O:23])[C:16]=1[CH2:25][CH2:26][OH:27].OC1C=CC=C[N+]=1[O-].CCN=C=NCCCN(C)C, predict the reaction product. The product is: [F:14][C:15]1[C:16]([CH2:25][CH2:26][OH:27])=[C:17]([N+:22]([O-:24])=[O:23])[CH:18]=[CH:19][C:20]=1[N:7]1[C:3](=[O:13])[C:4]2[C:5](=[CH:9][CH:10]=[CH:11][CH:12]=2)[C:6]1=[O:8].